This data is from Forward reaction prediction with 1.9M reactions from USPTO patents (1976-2016). The task is: Predict the product of the given reaction. (1) The product is: [Cl:1][C:2]1[CH:3]=[C:4]2[C:8](=[CH:9][CH:10]=1)[N:7]([CH3:11])[C:6]([CH:12]([NH:20][C:21]1[CH:22]=[CH:23][C:24]([C:25]([O:27][CH3:28])=[O:26])=[CH:29][CH:30]=1)[CH2:13][CH2:14][CH2:15][CH2:16][CH2:17][CH3:18])=[CH:5]2. Given the reactants [Cl:1][C:2]1[CH:3]=[C:4]2[C:8](=[CH:9][CH:10]=1)[N:7]([CH3:11])[C:6]([C:12](=O)[CH2:13][CH2:14][CH2:15][CH2:16][CH2:17][CH3:18])=[CH:5]2.[NH2:20][C:21]1[CH:30]=[CH:29][C:24]([C:25]([O:27][CH3:28])=[O:26])=[CH:23][CH:22]=1.C(=O)([O-])O.[Na+].C([BH3-])#N.[Na+], predict the reaction product. (2) Given the reactants [NH:1]1[CH:5]=[CH:4][C:3]([C:6]([NH:8][C:9]2[CH:14]=[CH:13][C:12]([C@@H:15]3[O:20][CH2:19][CH2:18][N:17]([C:21]([O:23][C:24]([CH3:27])([CH3:26])[CH3:25])=[O:22])[CH2:16]3)=[CH:11][CH:10]=2)=[O:7])=[N:2]1.[Cl:28][C:29]1[C:34](Cl)=[N:33][CH:32]=[CH:31][N:30]=1.C(=O)([O-])[O-].[K+].[K+].O, predict the reaction product. The product is: [Cl:28][C:29]1[C:34]([N:1]2[CH:5]=[CH:4][C:3]([C:6]([NH:8][C:9]3[CH:14]=[CH:13][C:12]([C@@H:15]4[O:20][CH2:19][CH2:18][N:17]([C:21]([O:23][C:24]([CH3:27])([CH3:26])[CH3:25])=[O:22])[CH2:16]4)=[CH:11][CH:10]=3)=[O:7])=[N:2]2)=[N:33][CH:32]=[CH:31][N:30]=1. (3) Given the reactants [F:1][C:2]1[C:7]([F:8])=[C:6]([CH:9]2[CH2:14][CH2:13][CH:12]([CH2:15][CH2:16][CH2:17][CH2:18][CH3:19])[CH2:11][CH2:10]2)[CH:5]=[CH:4][C:3]=1[CH:20]1[CH2:25][CH2:24][CH:23]([CH:26]2[CH2:35][CH2:34][C:29]3(OCC[O:30]3)[CH2:28][CH2:27]2)[CH2:22][CH2:21]1.C(O)=O.O, predict the reaction product. The product is: [F:1][C:2]1[C:7]([F:8])=[C:6]([CH:9]2[CH2:14][CH2:13][CH:12]([CH2:15][CH2:16][CH2:17][CH2:18][CH3:19])[CH2:11][CH2:10]2)[CH:5]=[CH:4][C:3]=1[CH:20]1[CH2:25][CH2:24][CH:23]([CH:26]2[CH2:27][CH2:28][C:29](=[O:30])[CH2:34][CH2:35]2)[CH2:22][CH2:21]1. (4) Given the reactants [C:1]([N:8]1[C:16]2[C:11](=[CH:12][CH:13]=[C:14]([N+:17]([O-])=O)[CH:15]=2)[CH:10]=[CH:9]1)([O:3][C:4]([CH3:7])([CH3:6])[CH3:5])=[O:2].[BH4-].[Na+], predict the reaction product. The product is: [C:1]([N:8]1[C:16]2[C:11](=[CH:12][CH:13]=[C:14]([NH2:17])[CH:15]=2)[CH:10]=[CH:9]1)([O:3][C:4]([CH3:7])([CH3:6])[CH3:5])=[O:2]. (5) Given the reactants C[O:2][C:3](=O)[C:4]1[CH:9]=[C:8]([CH2:10][CH2:11][CH3:12])[C:7]([O:13][CH3:14])=[C:6]([O:15][CH3:16])[C:5]=1C.CC(C[AlH]CC(C)C)C.C(C(C(C([O-])=O)O)O)([O-])=O.[K+].[K+], predict the reaction product. The product is: [CH3:16][O:15][C:6]1[CH:5]=[C:4]([CH:9]=[C:8]([CH2:10][CH2:11][CH3:12])[C:7]=1[O:13][CH3:14])[CH2:3][OH:2]. (6) Given the reactants [F:1][C:2]1[C:10]([C:11]2[CH:16]=[CH:15][N:14]=[CH:13][CH:12]=2)=[CH:9][CH:8]=[CH:7][C:3]=1[C:4]([NH2:6])=[O:5].I[CH2:18][CH3:19].[BH4-].[Na+], predict the reaction product. The product is: [CH2:18]([N:14]1[CH2:15][CH:16]=[C:11]([C:10]2[C:2]([F:1])=[C:3]([CH:7]=[CH:8][CH:9]=2)[C:4]([NH2:6])=[O:5])[CH2:12][CH2:13]1)[CH3:19]. (7) Given the reactants [C:1]([O:5][C:6]([N:8]1[CH2:12][CH2:11][CH2:10][CH:9]1[C:13]([O:15][CH2:16][C:17]([C:19]1[CH:20]=[CH:21][C:22]2[C:26]3[CH:27]=[CH:28][C:29](Br)=[CH:30][C:25]=3[O:24][C:23]=2[CH:32]=1)=[O:18])=[O:14])=[O:7])([CH3:4])([CH3:3])[CH3:2].C([Sn](CCCC)(CCCC)[CH:38]=[CH:39][O:40]CC)CCC.O.C1C(=O)N([Br:59])C(=O)C1, predict the reaction product. The product is: [C:1]([O:5][C:6]([N:8]1[CH2:12][CH2:11][CH2:10][CH:9]1[C:13]([O:15][CH2:16][C:17]([C:19]1[CH:20]=[CH:21][C:22]2[C:26]3[CH:27]=[CH:28][C:29]([C:39](=[O:40])[CH2:38][Br:59])=[CH:30][C:25]=3[O:24][C:23]=2[CH:32]=1)=[O:18])=[O:14])=[O:7])([CH3:3])([CH3:4])[CH3:2].